From a dataset of Full USPTO retrosynthesis dataset with 1.9M reactions from patents (1976-2016). Predict the reactants needed to synthesize the given product. (1) Given the product [C:1]([O:5][C:6]([N:8]1[CH2:12][CH2:11][C@H:10]([C@H:14]2[CH2:17][O:18]2)[CH2:9]1)=[O:7])([CH3:4])([CH3:2])[CH3:3], predict the reactants needed to synthesize it. The reactants are: [C:1]([O:5][C:6]([N:8]1[CH2:12][CH2:11][CH2:10][CH2:9]1)=[O:7])([CH3:4])([CH3:3])[CH3:2].C[CH:14]1[O:18][CH2:17]CC1.CC(C)([O-])C.[Na+].C1COCC1.N1C=CN=C1.O. (2) Given the product [C:1]1([C:16]2[CH:21]=[CH:20][CH:19]=[CH:18][CH:17]=2)[CH:6]=[CH:5][CH:4]=[C:3]([C:7]2[CH:28]([C:27]3[CH:30]=[C:31]([N+:34]([O-:36])=[O:35])[C:32]([OH:33])=[C:25]([O:24][CH2:22][CH3:23])[CH:26]=3)[NH:37][C:38](=[O:39])[NH:40][C:8]=2[C:10]2[CH:15]=[CH:14][CH:13]=[CH:12][CH:11]=2)[CH:2]=1, predict the reactants needed to synthesize it. The reactants are: [C:1]1([C:16]2[CH:21]=[CH:20][CH:19]=[CH:18][CH:17]=2)[CH:6]=[CH:5][CH:4]=[C:3]([CH2:7][C:8]([C:10]2[CH:15]=[CH:14][CH:13]=[CH:12][CH:11]=2)=O)[CH:2]=1.[CH2:22]([O:24][C:25]1[CH:26]=[C:27]([CH:30]=[C:31]([N+:34]([O-:36])=[O:35])[C:32]=1[OH:33])[CH:28]=O)[CH3:23].[NH2:37][C:38]([NH2:40])=[O:39].Cl. (3) Given the product [F:26][C:27]1[CH:32]=[CH:31][C:30]([F:33])=[CH:29][C:28]=1[C:2]1[CH:7]=[CH:6][N:5]=[CH:4][C:3]=1[N:8]([CH3:25])[C:9](=[O:24])[C:10]1[CH:15]=[C:14]([C:16]([F:19])([F:18])[F:17])[CH:13]=[C:12]([C:20]([F:23])([F:22])[F:21])[CH:11]=1, predict the reactants needed to synthesize it. The reactants are: Br[C:2]1[CH:7]=[CH:6][N:5]=[CH:4][C:3]=1[N:8]([CH3:25])[C:9](=[O:24])[C:10]1[CH:15]=[C:14]([C:16]([F:19])([F:18])[F:17])[CH:13]=[C:12]([C:20]([F:23])([F:22])[F:21])[CH:11]=1.[F:26][C:27]1[CH:32]=[CH:31][C:30]([F:33])=[CH:29][C:28]=1B(O)O. (4) The reactants are: [C:1]([O:6][CH2:7][CH3:8])(=[O:5])[C:2]([CH3:4])=[O:3].N1C=CC=CC=1.[C:15](Cl)(=[O:22])[C:16]1[CH:21]=[CH:20][CH:19]=[CH:18][CH:17]=1.C(=O)([O-])O.[Na+]. Given the product [C:15]([O:3][C:2](=[CH2:4])[C:1]([O:6][CH2:7][CH3:8])=[O:5])(=[O:22])[C:16]1[CH:21]=[CH:20][CH:19]=[CH:18][CH:17]=1, predict the reactants needed to synthesize it.